From a dataset of Full USPTO retrosynthesis dataset with 1.9M reactions from patents (1976-2016). Predict the reactants needed to synthesize the given product. (1) Given the product [CH2:1]([O:8][NH:9][C:13]1([CH2:23][CH2:24][CH:25]([CH3:27])[CH3:26])[C:14]2[C:19](=[CH:18][CH:17]=[CH:16][CH:15]=2)[C:20](=[O:22])[CH:21]=[C:12]1[OH:11])[C:2]1[CH:7]=[CH:6][CH:5]=[CH:4][CH:3]=1, predict the reactants needed to synthesize it. The reactants are: [CH2:1]([O:8][N:9]1[C:13]2([CH2:23][CH2:24][CH:25]([CH3:27])[CH3:26])[C:14]3[C:19]([C:20](=[O:22])[CH:21]=[C:12]2[O:11]C1C(C)C)=[CH:18][CH:17]=[CH:16][CH:15]=3)[C:2]1[CH:7]=[CH:6][CH:5]=[CH:4][CH:3]=1. (2) Given the product [F:1][C:2]1[C:7]([NH:8][S:9]([CH2:12][CH2:13][CH3:14])(=[O:10])=[O:11])=[CH:6][CH:5]=[C:4]([F:24])[C:3]=1[NH:25][C:26]([C:28]1[S:29][N:30]=[C:31]2[C:36]([NH:37][CH2:38][CH3:39])=[N:35][CH:34]=[N:33][C:32]=12)=[O:27], predict the reactants needed to synthesize it. The reactants are: [F:1][C:2]1[C:7]([N:8](CC2C=CC(OC)=CC=2)[S:9]([CH2:12][CH2:13][CH3:14])(=[O:11])=[O:10])=[CH:6][CH:5]=[C:4]([F:24])[C:3]=1[NH:25][C:26]([C:28]1[S:29][N:30]=[C:31]2[C:36]([NH:37][CH2:38][CH3:39])=[N:35][CH:34]=[N:33][C:32]=12)=[O:27].FC(F)(F)C(O)=O. (3) The reactants are: Br[C:2]1[CH:3]=[CH:4][C:5]2[O:15][CH2:14][CH2:13][C:12]3[S:11][C:10]([C:16]([O:18][CH3:19])=[O:17])=[N:9][C:8]=3[C:6]=2[CH:7]=1.[CH3:20][C:21]1[O:25][N:24]=[C:23]([C@:26]([OH:30])([C:28]#[CH:29])[CH3:27])[CH:22]=1. Given the product [OH:30][C@:26]([C:23]1[CH:22]=[C:21]([CH3:20])[O:25][N:24]=1)([CH3:27])[C:28]#[C:29][C:2]1[CH:3]=[CH:4][C:5]2[O:15][CH2:14][CH2:13][C:12]3[S:11][C:10]([C:16]([O:18][CH3:19])=[O:17])=[N:9][C:8]=3[C:6]=2[CH:7]=1, predict the reactants needed to synthesize it. (4) Given the product [Br:1][C:2]1[CH:10]=[C:9]([N+:11]([O-:13])=[O:12])[CH:8]=[CH:7][C:3]=1[C:4]([N:14]1[CH2:18][CH2:17][CH2:16][CH2:15]1)=[O:6], predict the reactants needed to synthesize it. The reactants are: [Br:1][C:2]1[CH:10]=[C:9]([N+:11]([O-:13])=[O:12])[CH:8]=[CH:7][C:3]=1[C:4]([OH:6])=O.[NH:14]1[CH2:18][CH2:17][CH2:16][CH2:15]1.CN(C(ON1N=NC2C=CC=CC1=2)=[N+](C)C)C.[B-](F)(F)(F)F.CN1CCOCC1. (5) Given the product [CH3:1][C:2]1[O:6][N:5]=[C:4]([C:7]2[CH:8]=[C:9]([CH:22]=[CH:23][CH:24]=2)[O:10][CH:11]([C:16]2[CH:17]=[CH:18][CH:19]=[CH:20][CH:21]=2)[C:12]([OH:14])=[O:13])[N:3]=1, predict the reactants needed to synthesize it. The reactants are: [CH3:1][C:2]1[O:6][N:5]=[C:4]([C:7]2[CH:8]=[C:9]([CH:22]=[CH:23][CH:24]=2)[O:10][CH:11]([C:16]2[CH:21]=[CH:20][CH:19]=[CH:18][CH:17]=2)[C:12]([O:14]C)=[O:13])[N:3]=1.[OH-].[Na+]. (6) Given the product [C:4]([O:6][CH2:7][CH3:8])(=[O:5])/[CH:3]=[CH:2]/[C:1]([O:10][CH2:11][CH3:12])=[O:9].[C:13]([O:20][CH2:21][CH3:22])(=[O:19])/[CH:14]=[CH:15]/[C:16]([O-:18])=[O:17], predict the reactants needed to synthesize it. The reactants are: [C:1]([O:10][CH2:11][CH3:12])(=[O:9])/[CH:2]=[CH:3]/[C:4]([O:6][CH2:7][CH3:8])=[O:5].[C:13]([O:20][CH2:21][CH3:22])(=[O:19])/[CH:14]=[CH:15]/[C:16]([O-:18])=[O:17].CCCCCC. (7) Given the product [CH3:12][N:13]1[C:4]([NH2:5])=[CH:3][C:2]([C:6]2[CH:11]=[N:10][CH:9]=[CH:8][N:7]=2)=[N:14]1, predict the reactants needed to synthesize it. The reactants are: O=[C:2]([C:6]1[CH:11]=[N:10][CH:9]=[CH:8][N:7]=1)[CH2:3][C:4]#[N:5].[CH3:12][NH:13][NH2:14]. (8) Given the product [C:1]([O:5][C:6](=[O:14])[NH:7][C@@H:8]1[CH2:13][CH2:12][CH2:11][N:10]([C:16]2[C:17]([NH2:23])=[N:18][CH:19]=[C:20]([Br:22])[N:21]=2)[CH2:9]1)([CH3:4])([CH3:2])[CH3:3], predict the reactants needed to synthesize it. The reactants are: [C:1]([O:5][C:6](=[O:14])[NH:7][C@@H:8]1[CH2:13][CH2:12][CH2:11][NH:10][CH2:9]1)([CH3:4])([CH3:3])[CH3:2].Br[C:16]1[C:17]([NH2:23])=[N:18][CH:19]=[C:20]([Br:22])[N:21]=1.C(N(CC)C(C)C)(C)C. (9) Given the product [CH3:26][O:27][C:28]1[C:29](=[O:52])[C:30]([CH3:51])=[C:31]([CH2:37][C:38]2[CH:39]=[CH:40][C:41]([O:47][C:48](=[O:50])[CH3:49])=[C:42]([CH:46]=2)[C:43]([NH:7][C:6]2[CH:8]=[CH:9][C:3]([C:1]#[N:2])=[CH:4][CH:5]=2)=[O:44])[C:32](=[O:36])[C:33]=1[O:34][CH3:35], predict the reactants needed to synthesize it. The reactants are: [C:1]([C:3]1[CH:9]=[CH:8][C:6]([NH2:7])=[CH:5][CH:4]=1)#[N:2].C(N(CC)CC)C.[Cl-].ClC1N(C)CC[NH+]1C.[CH3:26][O:27][C:28]1[C:29](=[O:52])[C:30]([CH3:51])=[C:31]([CH2:37][C:38]2[CH:39]=[CH:40][C:41]([O:47][C:48](=[O:50])[CH3:49])=[C:42]([CH:46]=2)[C:43](O)=[O:44])[C:32](=[O:36])[C:33]=1[O:34][CH3:35].